This data is from Catalyst prediction with 721,799 reactions and 888 catalyst types from USPTO. The task is: Predict which catalyst facilitates the given reaction. Product: [CH3:13][C:10]1[C:11]2[O:12][CH2:21][CH2:22][O:1][C:2]=2[CH:3]=[C:4]([C:5]([O:7][CH3:8])=[O:6])[CH:9]=1. Reactant: [OH:1][C:2]1[CH:3]=[C:4]([CH:9]=[C:10]([CH3:13])[C:11]=1[OH:12])[C:5]([O:7][CH3:8])=[O:6].C([O-])([O-])=O.[K+].[K+].Br[CH:21](Br)[CH3:22]. The catalyst class is: 10.